From a dataset of NCI-60 drug combinations with 297,098 pairs across 59 cell lines. Regression. Given two drug SMILES strings and cell line genomic features, predict the synergy score measuring deviation from expected non-interaction effect. (1) Drug 2: CC1CCC2CC(C(=CC=CC=CC(CC(C(=O)C(C(C(=CC(C(=O)CC(OC(=O)C3CCCCN3C(=O)C(=O)C1(O2)O)C(C)CC4CCC(C(C4)OC)O)C)C)O)OC)C)C)C)OC. Synergy scores: CSS=26.5, Synergy_ZIP=3.94, Synergy_Bliss=5.23, Synergy_Loewe=-4.05, Synergy_HSA=5.89. Cell line: NCIH23. Drug 1: CS(=O)(=O)C1=CC(=C(C=C1)C(=O)NC2=CC(=C(C=C2)Cl)C3=CC=CC=N3)Cl. (2) Drug 1: CN(C)N=NC1=C(NC=N1)C(=O)N. Drug 2: CC(C1=C(C=CC(=C1Cl)F)Cl)OC2=C(N=CC(=C2)C3=CN(N=C3)C4CCNCC4)N. Cell line: RPMI-8226. Synergy scores: CSS=15.9, Synergy_ZIP=8.93, Synergy_Bliss=16.4, Synergy_Loewe=8.91, Synergy_HSA=10.0. (3) Cell line: A549. Synergy scores: CSS=50.2, Synergy_ZIP=-2.10, Synergy_Bliss=-3.43, Synergy_Loewe=-4.76, Synergy_HSA=-2.57. Drug 2: B(C(CC(C)C)NC(=O)C(CC1=CC=CC=C1)NC(=O)C2=NC=CN=C2)(O)O. Drug 1: C1=NC2=C(N=C(N=C2N1C3C(C(C(O3)CO)O)F)Cl)N. (4) Drug 1: C#CCC(CC1=CN=C2C(=N1)C(=NC(=N2)N)N)C3=CC=C(C=C3)C(=O)NC(CCC(=O)O)C(=O)O. Drug 2: CN(CCCl)CCCl.Cl. Synergy scores: CSS=21.7, Synergy_ZIP=-4.53, Synergy_Bliss=-2.98, Synergy_Loewe=-1.62, Synergy_HSA=-0.221. Cell line: PC-3. (5) Drug 1: CCCS(=O)(=O)NC1=C(C(=C(C=C1)F)C(=O)C2=CNC3=C2C=C(C=N3)C4=CC=C(C=C4)Cl)F. Drug 2: CC1=C2C(C(=O)C3(C(CC4C(C3C(C(C2(C)C)(CC1OC(=O)C(C(C5=CC=CC=C5)NC(=O)OC(C)(C)C)O)O)OC(=O)C6=CC=CC=C6)(CO4)OC(=O)C)O)C)O. Cell line: IGROV1. Synergy scores: CSS=30.5, Synergy_ZIP=2.47, Synergy_Bliss=3.26, Synergy_Loewe=-15.4, Synergy_HSA=3.33. (6) Drug 1: C1=CC(=CC=C1CCCC(=O)O)N(CCCl)CCCl. Cell line: NCI-H460. Drug 2: C1=NC2=C(N=C(N=C2N1C3C(C(C(O3)CO)O)F)Cl)N. Synergy scores: CSS=35.1, Synergy_ZIP=-13.2, Synergy_Bliss=-6.98, Synergy_Loewe=-20.0, Synergy_HSA=-5.56. (7) Drug 1: C1=CN(C(=O)N=C1N)C2C(C(C(O2)CO)O)O.Cl. Drug 2: COC1=NC(=NC2=C1N=CN2C3C(C(C(O3)CO)O)O)N. Cell line: UACC-257. Synergy scores: CSS=5.11, Synergy_ZIP=-0.820, Synergy_Bliss=2.55, Synergy_Loewe=-5.08, Synergy_HSA=0.700.